Dataset: Full USPTO retrosynthesis dataset with 1.9M reactions from patents (1976-2016). Task: Predict the reactants needed to synthesize the given product. The reactants are: [ClH:1].[CH2:2]([C:6]1([N:23]([CH3:25])[CH3:24])[CH2:11][CH2:10][N:9]([CH2:12][CH2:13][N:14](C)[C:15](=O)OC(C)(C)C)[CH2:8][CH2:7]1)[CH2:3][CH2:4][CH3:5].CO.C(Cl)(Cl)[Cl:29]. Given the product [ClH:29].[ClH:1].[ClH:29].[CH2:2]([C:6]1([N:23]([CH3:24])[CH3:25])[CH2:7][CH2:8][N:9]([CH2:12][CH2:13][NH:14][CH3:15])[CH2:10][CH2:11]1)[CH2:3][CH2:4][CH3:5], predict the reactants needed to synthesize it.